This data is from Full USPTO retrosynthesis dataset with 1.9M reactions from patents (1976-2016). The task is: Predict the reactants needed to synthesize the given product. The reactants are: [NH2:1][C:2]1[CH:7]=[CH:6][CH:5]=[C:4]([CH3:8])[CH:3]=1.[OH-].[Na+].[CH3:11][C:12]1[CH:20]=[CH:19][CH:18]=[CH:17][C:13]=1[C:14](Cl)=[O:15]. Given the product [CH3:11][C:12]1[CH:20]=[CH:19][CH:18]=[CH:17][C:13]=1[C:14]([NH:1][C:2]1[CH:3]=[C:4]([CH3:8])[CH:5]=[CH:6][CH:7]=1)=[O:15], predict the reactants needed to synthesize it.